This data is from Peptide-MHC class I binding affinity with 185,985 pairs from IEDB/IMGT. The task is: Regression. Given a peptide amino acid sequence and an MHC pseudo amino acid sequence, predict their binding affinity value. This is MHC class I binding data. (1) The peptide sequence is AVDPAKAYK. The MHC is HLA-B58:01 with pseudo-sequence HLA-B58:01. The binding affinity (normalized) is 0.0847. (2) The peptide sequence is VTTQRQSVY. The MHC is HLA-B39:01 with pseudo-sequence HLA-B39:01. The binding affinity (normalized) is 0.213. (3) The peptide sequence is MQALQLLLEV. The MHC is HLA-A68:02 with pseudo-sequence HLA-A68:02. The binding affinity (normalized) is 0.407. (4) The peptide sequence is KSNRIPFLY. The MHC is HLA-B27:05 with pseudo-sequence HLA-B27:05. The binding affinity (normalized) is 0.0847. (5) The peptide sequence is KTKDLQKVCY. The MHC is Mamu-A02 with pseudo-sequence Mamu-A02. The binding affinity (normalized) is 0.605. (6) The peptide sequence is AYSSWMYSY. The MHC is HLA-B39:01 with pseudo-sequence HLA-B39:01. The binding affinity (normalized) is 0.0847.